Dataset: Forward reaction prediction with 1.9M reactions from USPTO patents (1976-2016). Task: Predict the product of the given reaction. Given the reactants Cl[C:2]([O:4][CH2:5][CH:6]([CH3:8])[CH3:7])=[O:3].FC(F)(F)C([O-])=O.[CH2:16]([O:23][C:24]1[CH:29]=[C:28]([O:30][CH2:31][C:32]2[CH:37]=[CH:36][CH:35]=[CH:34][CH:33]=2)[CH:27]=[CH:26][C:25]=1[CH:38]1[CH2:42][CH2:41][NH2+:40][CH2:39]1)[C:17]1[CH:22]=[CH:21][CH:20]=[CH:19][CH:18]=1, predict the reaction product. The product is: [CH2:5]([O:4][C:2]([N:40]1[CH2:41][CH2:42][CH:38]([C:25]2[CH:26]=[CH:27][C:28]([O:30][CH2:31][C:32]3[CH:37]=[CH:36][CH:35]=[CH:34][CH:33]=3)=[CH:29][C:24]=2[O:23][CH2:16][C:17]2[CH:18]=[CH:19][CH:20]=[CH:21][CH:22]=2)[CH2:39]1)=[O:3])[CH:6]([CH3:8])[CH3:7].